The task is: Predict the reactants needed to synthesize the given product.. This data is from Full USPTO retrosynthesis dataset with 1.9M reactions from patents (1976-2016). (1) Given the product [Cl:34][C:4]1[CH:3]=[C:2]([C:35]#[N:36])[CH:7]=[CH:6][C:5]=1[C:8]1[N:13]=[C:12]2[O:14][C:15]([CH3:25])([CH3:26])[CH2:16][CH:17]([NH:18][C:19](=[O:24])[C:20]([CH3:22])([CH3:23])[CH3:21])[C:11]2=[CH:10][C:9]=1[C:27]1[CH:28]=[CH:29][C:30]([Cl:33])=[CH:31][CH:32]=1, predict the reactants needed to synthesize it. The reactants are: Br[C:2]1[CH:7]=[CH:6][C:5]([C:8]2[N:13]=[C:12]3[O:14][C:15]([CH3:26])([CH3:25])[CH2:16][CH:17]([NH:18][C:19](=[O:24])[C:20]([CH3:23])([CH3:22])[CH3:21])[C:11]3=[CH:10][C:9]=2[C:27]2[CH:32]=[CH:31][C:30]([Cl:33])=[CH:29][CH:28]=2)=[C:4]([Cl:34])[CH:3]=1.[CH3:35][N:36](C=O)C. (2) Given the product [CH3:1][O:2][C:3](=[O:11])[C:4]1[CH:9]=[CH:8][CH:7]=[C:6]([O:10][CH2:14][CH2:13][Br:12])[CH:5]=1, predict the reactants needed to synthesize it. The reactants are: [CH3:1][O:2][C:3](=[O:11])[C:4]1[CH:9]=[CH:8][CH:7]=[C:6]([OH:10])[CH:5]=1.[Br:12][CH2:13][CH2:14]Br.C(=O)([O-])[O-].[K+].[K+].